Task: Regression. Given two drug SMILES strings and cell line genomic features, predict the synergy score measuring deviation from expected non-interaction effect.. Dataset: NCI-60 drug combinations with 297,098 pairs across 59 cell lines (1) Drug 1: CN(C)N=NC1=C(NC=N1)C(=O)N. Drug 2: CC1=C(N=C(N=C1N)C(CC(=O)N)NCC(C(=O)N)N)C(=O)NC(C(C2=CN=CN2)OC3C(C(C(C(O3)CO)O)O)OC4C(C(C(C(O4)CO)O)OC(=O)N)O)C(=O)NC(C)C(C(C)C(=O)NC(C(C)O)C(=O)NCCC5=NC(=CS5)C6=NC(=CS6)C(=O)NCCC[S+](C)C)O. Cell line: SNB-19. Synergy scores: CSS=0.912, Synergy_ZIP=-0.473, Synergy_Bliss=-0.631, Synergy_Loewe=-26.2, Synergy_HSA=-4.18. (2) Drug 1: COC1=C(C=C2C(=C1)N=CN=C2NC3=CC(=C(C=C3)F)Cl)OCCCN4CCOCC4. Drug 2: CC(CN1CC(=O)NC(=O)C1)N2CC(=O)NC(=O)C2. Cell line: SNB-75. Synergy scores: CSS=24.6, Synergy_ZIP=-8.37, Synergy_Bliss=-0.156, Synergy_Loewe=-24.8, Synergy_HSA=1.22. (3) Drug 1: CC1C(C(CC(O1)OC2CC(CC3=C2C(=C4C(=C3O)C(=O)C5=C(C4=O)C(=CC=C5)OC)O)(C(=O)C)O)N)O.Cl. Drug 2: C1=CC(=CC=C1CCCC(=O)O)N(CCCl)CCCl. Cell line: SNB-19. Synergy scores: CSS=35.4, Synergy_ZIP=-1.19, Synergy_Bliss=1.79, Synergy_Loewe=-3.78, Synergy_HSA=4.20. (4) Drug 1: CC(C)CN1C=NC2=C1C3=CC=CC=C3N=C2N. Drug 2: B(C(CC(C)C)NC(=O)C(CC1=CC=CC=C1)NC(=O)C2=NC=CN=C2)(O)O. Cell line: SNB-19. Synergy scores: CSS=9.94, Synergy_ZIP=-0.787, Synergy_Bliss=-6.93, Synergy_Loewe=-29.8, Synergy_HSA=-10.2. (5) Cell line: T-47D. Synergy scores: CSS=2.79, Synergy_ZIP=-1.97, Synergy_Bliss=2.46, Synergy_Loewe=-2.96, Synergy_HSA=-0.575. Drug 1: CS(=O)(=O)C1=CC(=C(C=C1)C(=O)NC2=CC(=C(C=C2)Cl)C3=CC=CC=N3)Cl. Drug 2: C(CCl)NC(=O)N(CCCl)N=O. (6) Drug 1: C1=CC(=C(C=C1I)F)NC2=C(C=CC(=C2F)F)C(=O)NOCC(CO)O. Drug 2: CC1(CCCN1)C2=NC3=C(C=CC=C3N2)C(=O)N. Cell line: HCT116. Synergy scores: CSS=37.4, Synergy_ZIP=-4.28, Synergy_Bliss=-3.69, Synergy_Loewe=-74.0, Synergy_HSA=-2.57. (7) Drug 1: CC12CCC3C(C1CCC2O)C(CC4=C3C=CC(=C4)O)CCCCCCCCCS(=O)CCCC(C(F)(F)F)(F)F. Drug 2: CC1=C(C(=O)C2=C(C1=O)N3CC4C(C3(C2COC(=O)N)OC)N4)N. Cell line: NCI/ADR-RES. Synergy scores: CSS=8.71, Synergy_ZIP=3.18, Synergy_Bliss=5.63, Synergy_Loewe=-19.8, Synergy_HSA=-5.04. (8) Drug 1: CCCS(=O)(=O)NC1=C(C(=C(C=C1)F)C(=O)C2=CNC3=C2C=C(C=N3)C4=CC=C(C=C4)Cl)F. Drug 2: CCN(CC)CCCC(C)NC1=C2C=C(C=CC2=NC3=C1C=CC(=C3)Cl)OC. Cell line: NCI-H226. Synergy scores: CSS=18.3, Synergy_ZIP=-0.605, Synergy_Bliss=7.53, Synergy_Loewe=5.35, Synergy_HSA=5.42.